From a dataset of Forward reaction prediction with 1.9M reactions from USPTO patents (1976-2016). Predict the product of the given reaction. (1) Given the reactants Br[C:2]1[CH:7]=[C:6]([CH3:8])[CH:5]=[C:4]([CH3:9])[N:3]=1.[CH:10]([C:12]1[C:20]2[C:15](=[CH:16][C:17]([N+:21]([O-:23])=[O:22])=[CH:18][CH:19]=2)[N:14]([CH:24]2[CH2:29][CH2:28][CH2:27][CH2:26][O:25]2)[N:13]=1)=[CH2:11].C1(C)C=CC=CC=1P(C1C=CC=CC=1C)C1C=CC=CC=1C.C(N(C(C)C)CC)(C)C, predict the reaction product. The product is: [CH3:8][C:6]1[CH:5]=[C:4]([CH3:9])[N:3]=[C:2]([CH:11]=[CH:10][C:12]2[C:20]3[C:15](=[CH:16][C:17]([N+:21]([O-:23])=[O:22])=[CH:18][CH:19]=3)[N:14]([CH:24]3[CH2:29][CH2:28][CH2:27][CH2:26][O:25]3)[N:13]=2)[CH:7]=1. (2) The product is: [C:35]1([CH2:41][C:42]([O:23][CH2:22][N:21]2[C:20]3[CH:24]=[CH:25][CH:26]=[CH:27][C:19]=3[N:18]=[C:17]2[S:15]([CH2:14][C:3]2[C:2]([CH3:1])=[C:7]([O:8][CH2:9][C:10]([F:12])([F:11])[F:13])[CH:6]=[CH:5][N:4]=2)=[O:16])=[O:43])[CH:40]=[CH:39][CH:38]=[CH:37][CH:36]=1. Given the reactants [CH3:1][C:2]1[C:3]([CH2:14][S:15]([C:17]2[N:21]([CH2:22][OH:23])[C:20]3[CH:24]=[CH:25][CH:26]=[CH:27][C:19]=3[N:18]=2)=[O:16])=[N:4][CH:5]=[CH:6][C:7]=1[O:8][CH2:9][C:10]([F:13])([F:12])[F:11].C(N(CC)CC)C.[C:35]1([CH2:41][C:42](Cl)=[O:43])[CH:40]=[CH:39][CH:38]=[CH:37][CH:36]=1.C(OCC)(=O)C, predict the reaction product. (3) Given the reactants [Cl:1][C:2]1[CH:11]=[CH:10][C:9]([N:12]2[C:16]([CH3:17])=[CH:15][CH:14]=[N:13]2)=[CH:8][C:3]=1[C:4](OC)=[O:5].[NH3:18], predict the reaction product. The product is: [Cl:1][C:2]1[CH:11]=[CH:10][C:9]([N:12]2[C:16]([CH3:17])=[CH:15][CH:14]=[N:13]2)=[CH:8][C:3]=1[C:4]([NH2:18])=[O:5]. (4) Given the reactants O[CH2:2][CH2:3][C:4]1[CH:18]=[CH:17][C:7]([O:8][C:9]([CH3:16])([CH3:15])[C:10]([O:12][CH2:13][CH3:14])=[O:11])=[CH:6][CH:5]=1.C1(P(C2C=CC=CC=2)C2C=CC=CC=2)C=CC=CC=1.C(Br)(Br)(Br)[Br:39], predict the reaction product. The product is: [Br:39][CH2:2][CH2:3][C:4]1[CH:18]=[CH:17][C:7]([O:8][C:9]([CH3:16])([CH3:15])[C:10]([O:12][CH2:13][CH3:14])=[O:11])=[CH:6][CH:5]=1.